This data is from Tox21: 12 toxicity assays (nuclear receptors and stress response pathways). The task is: Binary classification across 12 toxicity assays. (1) It tested positive (active) for: NR-AhR (Aryl hydrocarbon Receptor agonist activity), and SR-p53 (p53 tumor suppressor activation). The drug is c1ccc2cc3c(cc2c1)-c1cccc2cccc-3c12. (2) The compound is CCN(CC)c1ccc(C(=O)c2ccccc2C(=O)O)c(O)c1. It tested positive (active) for: NR-ER (Estrogen Receptor agonist activity), and NR-PPAR-gamma (PPAR-gamma nuclear receptor agonist). (3) It tested positive (active) for: SR-MMP (Mitochondrial Membrane Potential disruption). The drug is CC(=O)c1cc2c(cc1C)C(C)(C)C(C)CC2(C)C. (4) The compound is OCCOCCOCCOCCO. It tested positive (active) for: NR-PPAR-gamma (PPAR-gamma nuclear receptor agonist). (5) The compound is CCN(CC)CCOC(=O)C(c1ccccc1)C1CCCCC1. It tested positive (active) for: SR-HSE (Heat Shock Element response). (6) The drug is CC(C)(C)NC(=O)[C@@H]1C[C@@H]2CCCC[C@@H]2CN1C[C@@H](O)[C@H](Cc1ccccc1)NC(=O)[C@H](CC(N)=O)NC(=O)c1ccc2ccccc2n1. It tested positive (active) for: SR-MMP (Mitochondrial Membrane Potential disruption). (7) The molecule is O=[N+]([O-])/C=C/c1ccccc1. It tested positive (active) for: SR-ATAD5 (ATAD5 genotoxicity (DNA damage)), and SR-p53 (p53 tumor suppressor activation).